The task is: Predict the reactants needed to synthesize the given product.. This data is from Full USPTO retrosynthesis dataset with 1.9M reactions from patents (1976-2016). (1) The reactants are: [CH3:1][C:2](C)([O-:4])[CH3:3].[K+].[C:7]1(C)[CH:12]=CC(S(CC[N+]#[C-])(=O)=O)=C[CH:8]=1.[CH2:21](O)[CH3:22]. Given the product [CH2:21]1[C:1]2([CH2:12][CH2:7][CH2:8][CH2:3][C:2]2=[O:4])[CH2:22]1, predict the reactants needed to synthesize it. (2) The reactants are: [C:1]([OH:8])(=[O:7])/[CH:2]=[CH:3]/[C:4]([OH:6])=[O:5].C1(C)C=CC=CC=1.[CH:16]1[CH:17]=[CH:18][C:19]2[S:30][C:29]3[CH:28]=[CH:27][CH:26]=[CH:25][C:24]=3[N:23]=[C:22]([N:31]3[CH2:36][CH2:35][N:34]([CH2:37][CH2:38][O:39][CH2:40][CH2:41][OH:42])[CH2:33][CH2:32]3)[C:20]=2[CH:21]=1. Given the product [CH2:33]1[N:34]([CH2:37][CH2:38][O:39][CH2:40][CH2:41][OH:42])[CH2:35][CH2:36][N:31]([C:22]2[C:20]3[C:19](=[CH:18][CH:17]=[CH:16][CH:21]=3)[S:30][C:29]3[C:24](=[CH:25][CH:26]=[CH:27][CH:28]=3)[N:23]=2)[CH2:32]1.[CH2:33]1[N:34]([CH2:37][CH2:38][O:39][CH2:40][CH2:41][OH:42])[CH2:35][CH2:36][N:31]([C:22]2[C:20]3[C:19](=[CH:18][CH:17]=[CH:16][CH:21]=3)[S:30][C:29]3[C:24](=[CH:25][CH:26]=[CH:27][CH:28]=3)[N:23]=2)[CH2:32]1.[CH:2](/[C:1]([OH:8])=[O:7])=[CH:3]\[C:4]([OH:6])=[O:5], predict the reactants needed to synthesize it. (3) Given the product [CH3:32][C:26]1[C:27]([CH3:31])=[CH:28][CH:29]=[CH:30][C:25]=1[O:24][CH2:23][CH2:22][CH2:21][C:20]([N:15]1[C:16]2[C:11](=[C:10]([C:7]3[CH:6]=[CH:5][C:4]([CH2:3][O:2][C:1]([NH:46][CH2:47][C:48]([O:50][CH3:51])=[O:49])=[O:34])=[CH:9][CH:8]=3)[CH:19]=[CH:18][CH:17]=2)[CH2:12][CH2:13][CH2:14]1)=[O:33], predict the reactants needed to synthesize it. The reactants are: [C:1](=O)([O:34]C1C=CC([N+]([O-])=O)=CC=1)[O:2][CH2:3][C:4]1[CH:9]=[CH:8][C:7]([C:10]2[CH:19]=[CH:18][CH:17]=[C:16]3[C:11]=2[CH2:12][CH2:13][CH2:14][N:15]3[C:20](=[O:33])[CH2:21][CH2:22][CH2:23][O:24][C:25]2[CH:30]=[CH:29][CH:28]=[C:27]([CH3:31])[C:26]=2[CH3:32])=[CH:6][CH:5]=1.Cl.[NH2:46][CH2:47][C:48]([O:50][CH3:51])=[O:49].